Dataset: Forward reaction prediction with 1.9M reactions from USPTO patents (1976-2016). Task: Predict the product of the given reaction. (1) Given the reactants [C:1]([N:6]1[CH2:11][CH2:10][N:9]([C:12]([C:14]2[CH:15]=[C:16]([CH:20]3[CH:29]([C:30]4[CH:35]=[CH:34][CH:33]=[C:32]([C:36]([N:38]5[CH2:43][CH2:42][N:41]([C:44](=[O:48])[CH:45]([CH3:47])[CH3:46])[CH2:40][CH2:39]5)=[O:37])[CH:31]=4)[C:28](=O)[C:27]4[C:26]([C:50](OC)=[O:51])=[CH:25][CH:24]=[CH:23][C:22]=4[NH:21]3)[CH:17]=[CH:18][CH:19]=2)=[O:13])[CH2:8][CH2:7]1)(=O)[CH:2]([CH3:4])[CH3:3].[OH2:54].[NH2:55][NH2:56], predict the reaction product. The product is: [C:1]([N:6]1[CH2:11][CH2:10][N:9]([C:12]([C:14]2[CH:15]=[C:16]([CH:20]3[NH:21][C:22]4[C:27]5[C:28](=[N:55][NH:56][C:50](=[O:51])[C:26]=5[CH:25]=[CH:24][CH:23]=4)[CH:29]3[C:30]3[CH:35]=[CH:34][CH:33]=[C:32]([C:36]([N:38]4[CH2:43][CH2:42][N:41]([C:44](=[O:48])[CH:45]([CH3:47])[CH3:46])[CH2:40][CH2:39]4)=[O:37])[CH:31]=3)[CH:17]=[CH:18][CH:19]=2)=[O:13])[CH2:8][CH2:7]1)(=[O:54])[CH:2]([CH3:4])[CH3:3]. (2) Given the reactants [CH3:1][O:2][C:3]1[CH:8]=[C:7]([O:9][CH3:10])[CH:6]=[CH:5][C:4]=1[NH:11][C:12]1[O:13][CH2:14][C:15](=[O:22])[C:16]=1[C:17]([O:19][CH2:20][CH3:21])=[O:18].[NH:23]1[C:31]2[C:26](=[CH:27][CH:28]=[CH:29][N:30]=2)[C:25]([CH:32]=O)=[CH:24]1.N1CCCCC1, predict the reaction product. The product is: [NH:23]1[C:31]2=[N:30][CH:29]=[CH:28][CH:27]=[C:26]2[C:25]([CH:32]=[C:14]2[O:13][C:12]([NH:11][C:4]3[CH:5]=[CH:6][C:7]([O:9][CH3:10])=[CH:8][C:3]=3[O:2][CH3:1])=[C:16]([C:17]([O:19][CH2:20][CH3:21])=[O:18])[C:15]2=[O:22])=[CH:24]1. (3) Given the reactants Br.[CH3:2][N:3]([CH3:25])[CH2:4][CH2:5][CH2:6][C:7]1([C:18]2[CH:23]=[CH:22][C:21]([F:24])=[CH:20][CH:19]=2)[C:11]2[CH:12]=[CH:13][C:14]([C:16]#[N:17])=[CH:15][C:10]=2[CH2:9][O:8]1.[CH2:26]([NH2:33])[C:27]1[CH:32]=[CH:31][CH:30]=[CH:29][CH:28]=1, predict the reaction product. The product is: [CH2:26]([NH:33][C:16]([C:14]1[CH:13]=[CH:12][C:11]2[C:7]([CH2:6][CH2:5][CH2:4][N:3]([CH3:25])[CH3:2])([C:18]3[CH:19]=[CH:20][C:21]([F:24])=[CH:22][CH:23]=3)[O:8][CH2:9][C:10]=2[CH:15]=1)=[NH:17])[C:27]1[CH:32]=[CH:31][CH:30]=[CH:29][CH:28]=1. (4) Given the reactants [F:1][C:2]1[CH:16]=[CH:15][CH:14]=[C:13]([F:17])[C:3]=1[CH2:4][O:5][C:6]1[C:7]([NH2:12])=[N:8][CH:9]=[CH:10][CH:11]=1.S(=O)(=O)(O)O.[Br:23]Br, predict the reaction product. The product is: [Br:23][C:10]1[CH:11]=[C:6]([O:5][CH2:4][C:3]2[C:13]([F:17])=[CH:14][CH:15]=[CH:16][C:2]=2[F:1])[C:7]([NH2:12])=[N:8][CH:9]=1. (5) Given the reactants [C:1]1([CH2:7][O:8][C:9]2[C:18]3[C:13](=[CH:14][CH:15]=[CH:16][CH:17]=3)[C:12]([O:19][CH2:20][C:21]3[CH:26]=[CH:25][CH:24]=[CH:23][CH:22]=3)=[C:11]([C:27](O)=[O:28])[C:10]=2[C:30](O)=[O:31])[CH:6]=[CH:5][CH:4]=[CH:3][CH:2]=1.[NH2:33][C:34]1[CH:39]=[CH:38][C:37]([CH2:40][C:41]([O:43][CH2:44][CH3:45])=[O:42])=[CH:36][CH:35]=1.O, predict the reaction product. The product is: [O:31]=[C:30]1[C:10]2[C:9]([O:8][CH2:7][C:1]3[CH:6]=[CH:5][CH:4]=[CH:3][CH:2]=3)=[C:18]3[CH:17]=[CH:16][CH:15]=[CH:14][C:13]3=[C:12]([O:19][CH2:20][C:21]3[CH:26]=[CH:25][CH:24]=[CH:23][CH:22]=3)[C:11]=2[C:27](=[O:28])[N:33]1[C:34]1[CH:35]=[CH:36][C:37]([CH2:40][C:41]([O:43][CH2:44][CH3:45])=[O:42])=[CH:38][CH:39]=1. (6) Given the reactants [Cl:1][C:2]1[CH:10]=[C:9]([C:11](=O)[CH3:12])[C:8]([C:14]2[CH:19]=[CH:18][CH:17]=[C:16]([F:20])[CH:15]=2)=[C:7]2[C:3]=1[CH:4]=[N:5][NH:6]2.C([O-])(=O)C.[NH4+].C([BH3-])#[N:27].[Na+], predict the reaction product. The product is: [Cl:1][C:2]1[CH:10]=[C:9]([CH:11]([NH2:27])[CH3:12])[C:8]([C:14]2[CH:19]=[CH:18][CH:17]=[C:16]([F:20])[CH:15]=2)=[C:7]2[C:3]=1[CH:4]=[N:5][NH:6]2. (7) Given the reactants [C:1]([OH:6])(=[O:5])[C:2]([CH3:4])=[CH2:3].[CH2:7]([O:10][CH2:11][CH2:12]O)[CH:8]=[CH2:9].C([O-])(O)=O.[Na+], predict the reaction product. The product is: [C:1]([O:6][CH2:12][CH2:11][O:10][CH2:7][CH:8]=[CH2:9])(=[O:5])[C:2]([CH3:4])=[CH2:3]. (8) Given the reactants [F:1][C:2]([F:27])([F:26])[C:3]1[CH:4]=[CH:5][C:6]2[C:10]([N:11]3[CH2:16][CH2:15][N:14]([CH2:17][CH2:18][C:19]4([C:22]([OH:24])=O)[CH2:21][CH2:20]4)[CH2:13][CH2:12]3)=[CH:9][S:8][C:7]=2[CH:25]=1.C(Cl)(=O)C(Cl)=O.[NH2:34][CH2:35][CH2:36][CH2:37][N:38]1[CH:42]=[CH:41][N:40]=[CH:39]1.C(N(CC)CC)C.C(=O)(O)[O-].[Na+], predict the reaction product. The product is: [N:38]1([CH2:37][CH2:36][CH2:35][NH:34][C:22]([C:19]2([CH2:18][CH2:17][N:14]3[CH2:15][CH2:16][N:11]([C:10]4[C:6]5[CH:5]=[CH:4][C:3]([C:2]([F:1])([F:27])[F:26])=[CH:25][C:7]=5[S:8][CH:9]=4)[CH2:12][CH2:13]3)[CH2:20][CH2:21]2)=[O:24])[CH:42]=[CH:41][N:40]=[CH:39]1.